This data is from Reaction yield outcomes from USPTO patents with 853,638 reactions. The task is: Predict the reaction yield, written as a fraction of the theoretical maximum amount of product (1.0 means a 100% yield; for example, 0.34 means a 34% yield). (1) The yield is 1.00. The reactants are [CH3:1][O:2][C:3]1[CH:19]=[CH:18][C:6]([CH2:7][NH:8][CH2:9][C:10]2[CH:15]=[CH:14][C:13]([O:16][CH3:17])=[CH:12][CH:11]=2)=[CH:5][CH:4]=1.C(N(CC)CC)C.Cl[C:28]1[C:33]([N+:34]([O-:36])=[O:35])=[CH:32][CH:31]=[C:30]([Cl:37])[N:29]=1.[N-]=C=O. The product is [Cl:37][C:30]1[N:29]=[C:28]([N:8]([CH2:7][C:6]2[CH:5]=[CH:4][C:3]([O:2][CH3:1])=[CH:19][CH:18]=2)[CH2:9][C:10]2[CH:15]=[CH:14][C:13]([O:16][CH3:17])=[CH:12][CH:11]=2)[C:33]([N+:34]([O-:36])=[O:35])=[CH:32][CH:31]=1. The catalyst is C(Cl)(Cl)Cl.ClCCl. (2) The reactants are [CH3:1][N:2]1[C:10]2[C:5](=[CH:6][C:7]([N+:11]([O-])=O)=[CH:8][CH:9]=2)[CH2:4][C:3]1=[O:14]. The catalyst is CO. The yield is 1.00. The product is [NH2:11][C:7]1[CH:6]=[C:5]2[C:10](=[CH:9][CH:8]=1)[N:2]([CH3:1])[C:3](=[O:14])[CH2:4]2. (3) The reactants are [CH3:1][O:2][C:3]1[CH:11]=[CH:10][C:6]([N:7]([CH3:9])[CH3:8])=[C:5]([N+:12]([O-])=O)[CH:4]=1.[C:15](OC(=O)C)(=[O:17])[CH3:16].[H][H]. The catalyst is C(Cl)(Cl)Cl.[Pd]. The product is [CH3:8][N:7]([CH3:9])[C:6]1[CH:10]=[CH:11][C:3]([O:2][CH3:1])=[CH:4][C:5]=1[NH:12][C:15](=[O:17])[CH3:16]. The yield is 0.600. (4) The reactants are [CH3:1][N:2]([CH3:47])[CH2:3][CH2:4][NH:5][C:6]([C@:8]12[CH2:43][CH2:42][C@@H:41]([CH:44]([CH3:46])[CH3:45])[C@@H:9]1[C@@H:10]1[C@@:23]([CH3:26])([CH2:24][CH2:25]2)[C@@:22]2([CH3:27])[C@@H:13]([C@:14]3([CH3:40])[C@@H:19]([CH2:20][CH2:21]2)[C:18]([CH3:29])([CH3:28])[C:17]([C:30]2[CH:39]=[CH:38][C:33]([C:34]([O:36]C)=[O:35])=[CH:32][CH:31]=2)=[CH:16][CH2:15]3)[CH2:12][CH2:11]1)=[O:7].ClC1C=C(C=CC=1)C(OO)=[O:53]. The product is [C:34]([C:33]1[CH:38]=[CH:39][C:30]([C:17]2[C:18]([CH3:29])([CH3:28])[C@H:19]3[C@:14]([CH3:40])([CH2:15][CH:16]=2)[C@@H:13]2[C@:22]([CH3:27])([C@@:23]4([CH3:26])[C@H:10]([CH2:11][CH2:12]2)[C@H:9]2[C@H:41]([CH:44]([CH3:46])[CH3:45])[CH2:42][CH2:43][C@:8]2([C:6]([NH:5][CH2:4][CH2:3][N+:2]([O-:53])([CH3:1])[CH3:47])=[O:7])[CH2:25][CH2:24]4)[CH2:21][CH2:20]3)=[CH:31][CH:32]=1)([OH:36])=[O:35]. The catalyst is C(Cl)Cl. The yield is 0.490. (5) The reactants are CI.[C:3]([C:5]1[CH:10]=[CH:9][CH:8]=[CH:7][C:6]=1[C:11]1[CH:16]=[CH:15][C:14]([CH2:17][NH:18][C:19]2[C:29]([NH:30][C:31]([NH:33][CH2:34][CH3:35])=S)=[CH:28][CH:27]=[CH:26][C:20]=2[C:21]([O:23][CH2:24][CH3:25])=[O:22])=[CH:13][CH:12]=1)#[N:4].Cl. The catalyst is C(O)C. The product is [C:3]([C:5]1[CH:10]=[CH:9][CH:8]=[CH:7][C:6]=1[C:11]1[CH:16]=[CH:15][C:14]([CH2:17][N:18]2[C:19]3[C:20]([C:21]([O:23][CH2:24][CH3:25])=[O:22])=[CH:26][CH:27]=[CH:28][C:29]=3[N:30]=[C:31]2[NH:33][CH2:34][CH3:35])=[CH:13][CH:12]=1)#[N:4]. The yield is 0.580. (6) The reactants are [CH3:1][O:2][C:3]1[CH:4]=[C:5]([C@H:9]([CH2:16][CH3:17])[C@@H:10]([CH3:15])[CH2:11][N:12]([CH3:14])[CH3:13])[CH:6]=[CH:7][CH:8]=1.COC1C=C([C@@H](CC)[C@@H](C)CN(C)C)C=CC=1.B(O)(O)[C@H]1N(C([C@@H](N)C(C)C)=O)CCC1.CS(O)(=O)=O.[ClH:55]. The catalyst is CC(C)=O. The product is [ClH:55].[CH3:1][O:2][C:3]1[CH:4]=[C:5]([C@H:9]([CH2:16][CH3:17])[C@@H:10]([CH3:15])[CH2:11][N:12]([CH3:14])[CH3:13])[CH:6]=[CH:7][CH:8]=1. The yield is 0.630.